Predict which catalyst facilitates the given reaction. From a dataset of Catalyst prediction with 721,799 reactions and 888 catalyst types from USPTO. (1) Reactant: C(O)(=O)C.[NH2:5][C:6]1[CH:7]=[N:8][CH:9]=[CH:10][C:11]=1[NH:12][C:13]([C:15]1([NH:18][C:19](=[O:28])[O:20][CH2:21][C:22]2[CH:27]=[CH:26][CH:25]=[CH:24][CH:23]=2)[CH2:17][CH2:16]1)=O.C(=O)([O-])[O-].[Na+].[Na+]. Product: [NH:12]1[C:11]2[CH:10]=[CH:9][N:8]=[CH:7][C:6]=2[N:5]=[C:13]1[C:15]1([NH:18][C:19](=[O:28])[O:20][CH2:21][C:22]2[CH:27]=[CH:26][CH:25]=[CH:24][CH:23]=2)[CH2:17][CH2:16]1. The catalyst class is: 61. (2) Reactant: [F:1][C:2]1[CH:10]=[C:9]2[C:5]([C:6]([C:20]3[CH:21]=[N:22][NH:23][CH:24]=3)=[CH:7][N:8]2[S:11]([C:14]2[CH:19]=[CH:18][CH:17]=[CH:16][CH:15]=2)(=[O:13])=[O:12])=[CH:4][CH:3]=1.Br[CH2:26][CH2:27][NH:28][C:29](=[O:35])[O:30][C:31]([CH3:34])([CH3:33])[CH3:32].C([O-])([O-])=O.[Cs+].[Cs+]. Product: [F:1][C:2]1[CH:10]=[C:9]2[C:5]([C:6]([C:20]3[CH:24]=[N:23][N:22]([CH2:26][CH2:27][NH:28][C:29](=[O:35])[O:30][C:31]([CH3:34])([CH3:33])[CH3:32])[CH:21]=3)=[CH:7][N:8]2[S:11]([C:14]2[CH:15]=[CH:16][CH:17]=[CH:18][CH:19]=2)(=[O:12])=[O:13])=[CH:4][CH:3]=1. The catalyst class is: 589. (3) Reactant: C(Cl)(=O)C(Cl)=O.CS(C)=O.[OH:11][CH2:12][C@H:13]1[O:18][CH2:17][C@H:16]([NH:19][C:20](=[O:26])[O:21][C:22]([CH3:25])([CH3:24])[CH3:23])[CH2:15][CH2:14]1.C(N(C(C)C)CC)(C)C. Product: [CH:12]([C@H:13]1[O:18][CH2:17][C@H:16]([NH:19][C:20](=[O:26])[O:21][C:22]([CH3:24])([CH3:23])[CH3:25])[CH2:15][CH2:14]1)=[O:11]. The catalyst class is: 4. (4) Reactant: [Cl:1][C:2]1[CH:7]=[CH:6][C:5]([NH:8][CH2:9][CH2:10][CH2:11][OH:12])=[C:4]([N+:13]([O-])=O)[CH:3]=1.O.O.Cl[Sn]Cl. Product: [NH2:13][C:4]1[CH:3]=[C:2]([Cl:1])[CH:7]=[CH:6][C:5]=1[NH:8][CH2:9][CH2:10][CH2:11][OH:12]. The catalyst class is: 8.